From a dataset of Forward reaction prediction with 1.9M reactions from USPTO patents (1976-2016). Predict the product of the given reaction. (1) Given the reactants [CH3:1][O:2][C:3]1[CH:4]=[C:5]([NH:15][C:16]2[N:21]=[C:20]([C:22](OCC)=[O:23])[CH:19]=[C:18]([CH2:27][O:28][CH2:29][C:30]([F:33])([F:32])[F:31])[N:17]=2)[CH:6]=[CH:7][C:8]=1[N:9]1[CH:13]=[C:12]([CH3:14])[N:11]=[CH:10]1.ClCCl.[H-].C([Al+]CC(C)C)C(C)C, predict the reaction product. The product is: [CH3:1][O:2][C:3]1[CH:4]=[C:5]([NH:15][C:16]2[N:21]=[C:20]([CH:22]=[O:23])[CH:19]=[C:18]([CH2:27][O:28][CH2:29][C:30]([F:32])([F:33])[F:31])[N:17]=2)[CH:6]=[CH:7][C:8]=1[N:9]1[CH:13]=[C:12]([CH3:14])[N:11]=[CH:10]1. (2) Given the reactants I.I[C:3]1[N:8]=[CH:7][N:6]=[C:5]([NH:9][C:10]2[CH:15]=[CH:14][C:13]([O:16][C:17]3[CH:18]=[N:19][C:20]([CH3:23])=[CH:21][CH:22]=3)=[C:12]([CH3:24])[CH:11]=2)[C:4]=1[NH2:25].[CH2:26]([NH:31][C:32](=[O:38])[O:33][C:34]([CH3:37])([CH3:36])[CH3:35])/[CH:27]=[CH:28]/[C:29]#[CH:30], predict the reaction product. The product is: [NH2:25][C:4]1[C:3]([C:30]#[C:29]/[CH:28]=[CH:27]/[CH2:26][NH:31][C:32](=[O:38])[O:33][C:34]([CH3:36])([CH3:35])[CH3:37])=[N:8][CH:7]=[N:6][C:5]=1[NH:9][C:10]1[CH:15]=[CH:14][C:13]([O:16][C:17]2[CH:18]=[N:19][C:20]([CH3:23])=[CH:21][CH:22]=2)=[C:12]([CH3:24])[CH:11]=1.